This data is from Full USPTO retrosynthesis dataset with 1.9M reactions from patents (1976-2016). The task is: Predict the reactants needed to synthesize the given product. (1) Given the product [CH2:10]([N:9]1[C@@H:5]([CH2:4][SH:3])[C@H:6]([C:25]([NH2:27])=[O:26])[N:7]([CH2:18][C:19]2[CH:20]=[CH:21][CH:22]=[CH:23][CH:24]=2)[C:8]1=[O:17])[C:11]1[CH:16]=[CH:15][CH:14]=[CH:13][CH:12]=1, predict the reactants needed to synthesize it. The reactants are: [CH2:4]([C@@H:5]1[N:9]([CH2:10][C:11]2[CH:12]=[CH:13][CH:14]=[CH:15][CH:16]=2)[C:8](=[O:17])[N:7]([CH2:18][C:19]2[CH:20]=[CH:21][CH:22]=[CH:23][CH:24]=2)[C@@H:6]1[C:25]([NH2:27])=[O:26])[S:3][S:3][CH2:4][C@@H:5]1[N:9]([CH2:10][C:11]2[CH:16]=[CH:15][CH:14]=[CH:13][CH:12]=2)[C:8](=[O:17])[N:7]([CH2:18][C:19]2[CH:24]=[CH:23][CH:22]=[CH:21][CH:20]=2)[C@@H:6]1[C:25]([NH2:27])=[O:26].C(OCC)(=O)C. (2) Given the product [F:17][C:18]1[CH:38]=[C:37]([F:39])[CH:36]=[CH:35][C:19]=1[CH2:20][N:11]1[C:8]2=[CH:9][N:10]=[C:5]([C:3]([N:2]([OH:1])[CH3:16])=[O:4])[CH:6]=[C:7]2[C:13]([CH2:14][OH:15])=[CH:12]1, predict the reactants needed to synthesize it. The reactants are: [OH:1][N:2]([CH3:16])[C:3]([C:5]1[CH:6]=[C:7]2[C:13]([CH2:14][OH:15])=[CH:12][NH:11][C:8]2=[CH:9][N:10]=1)=[O:4].[F:17][C:18]1[CH:38]=[C:37]([F:39])[CH:36]=[CH:35][C:19]=1[CH2:20]N1C2=CN=C(C(O)=O)C=C2C(CO)=C1.Cl.CNO. (3) The reactants are: [F:1][C:2]([F:34])([F:33])[C:3]1[CH:28]=[C:27]([C:29]([F:32])([F:31])[F:30])[CH:26]=[CH:25][C:4]=1[CH2:5][N:6]1[C:14]2[C:9](=[CH:10][C:11]([CH:15]=[C:16]3[S:20][C:19](SCC)=[N:18][C:17]3=[O:24])=[CH:12][CH:13]=2)[CH:8]=[N:7]1.[C:35]([O:39][C:40]([N:42]1[CH2:46][CH:45]([NH:47][CH3:48])[CH2:44][CH:43]1[CH2:49][OH:50])=[O:41])([CH3:38])([CH3:37])[CH3:36]. Given the product [C:35]([O:39][C:40]([N:42]1[CH2:46][CH:45]([N:47]([C:19]2[S:20][C:16](=[CH:15][C:11]3[CH:10]=[C:9]4[C:14](=[CH:13][CH:12]=3)[N:6]([CH2:5][C:4]3[CH:25]=[CH:26][C:27]([C:29]([F:32])([F:30])[F:31])=[CH:28][C:3]=3[C:2]([F:33])([F:34])[F:1])[N:7]=[CH:8]4)[C:17](=[O:24])[N:18]=2)[CH3:48])[CH2:44][CH:43]1[CH2:49][OH:50])=[O:41])([CH3:38])([CH3:37])[CH3:36], predict the reactants needed to synthesize it. (4) Given the product [CH3:6][O:7][C:8](=[O:16])[CH2:9][CH2:10][CH2:11][CH2:12][C:13]1[S:15][CH:18]=[C:19]([C:21]2[CH:26]=[CH:25][C:24]([O:27][CH3:28])=[CH:23][C:22]=2[OH:29])[N:14]=1, predict the reactants needed to synthesize it. The reactants are: C1COCC1.[CH3:6][O:7][C:8](=[O:16])[CH2:9][CH2:10][CH2:11][CH2:12][C:13](=[S:15])[NH2:14].Br[CH2:18][C:19]([C:21]1[CH:26]=[CH:25][C:24]([O:27][CH3:28])=[CH:23][C:22]=1[OH:29])=O. (5) Given the product [CH3:26][O:27][C:28]1[CH:33]=[CH:32][C:31]([N:34]2[CH:38]=[N:37][N:36]=[N:35]2)=[CH:30][C:29]=1[C:39]([N:41]1[CH2:45][CH2:44][C@@:43]([C:46]2[CH:51]=[CH:50][CH:49]=[CH:48][CH:47]=2)([CH2:52][CH2:53][N:6]2[CH2:7][CH2:8][CH2:9][N:3]([C:10]3[N:14]([CH2:15][CH2:16][N:17]4[CH:21]=[CH:20][CH:19]=[N:18]4)[C:13]4[CH:22]=[CH:23][CH:24]=[CH:25][C:12]=4[N:11]=3)[CH2:4][CH2:5]2)[CH2:42]1)=[O:40], predict the reactants needed to synthesize it. The reactants are: I.I.[N:3]1([C:10]2[N:14]([CH2:15][CH2:16][N:17]3[CH:21]=[CH:20][CH:19]=[N:18]3)[C:13]3[CH:22]=[CH:23][CH:24]=[CH:25][C:12]=3[N:11]=2)[CH2:9][CH2:8][CH2:7][NH:6][CH2:5][CH2:4]1.[CH3:26][O:27][C:28]1[CH:33]=[CH:32][C:31]([N:34]2[CH:38]=[N:37][N:36]=[N:35]2)=[CH:30][C:29]=1[C:39]([N:41]1[CH2:45][CH2:44][C@:43]([CH2:52][CH2:53]OS(C)(=O)=O)([C:46]2[CH:51]=[CH:50][CH:49]=[CH:48][CH:47]=2)[CH2:42]1)=[O:40].C(N(C(C)C)CC)(C)C.C(#N)C. (6) Given the product [C:25]1([C:22]2[CH:23]=[CH:24][N:10]3[C:11]=2[C:12]([NH:14][CH2:15][C:16]2[CH:21]=[CH:20][CH:19]=[CH:18][N:17]=2)=[N:13][C:8]([C:4]2[CH:3]=[C:2]([NH:1][C:36]([NH2:35])=[O:37])[CH:7]=[N:6][CH:5]=2)=[N:9]3)[CH:30]=[CH:29][CH:28]=[CH:27][CH:26]=1, predict the reactants needed to synthesize it. The reactants are: [NH2:1][C:2]1[CH:3]=[C:4]([C:8]2[N:13]=[C:12]([NH:14][CH2:15][C:16]3[CH:21]=[CH:20][CH:19]=[CH:18][N:17]=3)[C:11]3=[C:22]([C:25]4[CH:30]=[CH:29][CH:28]=[CH:27][CH:26]=4)[CH:23]=[CH:24][N:10]3[N:9]=2)[CH:5]=[N:6][CH:7]=1.ClS([N:35]=[C:36]=[O:37])(=O)=O.Cl. (7) Given the product [CH2:11]([O:10][C:8](=[O:9])[CH2:7][CH2:6][C:30]1[C:25]([C:24]([O:32][CH3:33])=[O:31])=[CH:26][N:27]=[CH:28][CH:29]=1)[CH3:12], predict the reactants needed to synthesize it. The reactants are: BrCCBr.I[CH2:6][CH2:7][C:8]([O:10][CH2:11][CH3:12])=[O:9].[Cu]C#N.[Cl-].[Li+].C(Cl)(=O)OCC.[C:24]([O:32][CH3:33])(=[O:31])[C:25]1[CH:30]=[CH:29][CH:28]=[N:27][CH:26]=1.[S]. (8) The reactants are: Br[C:2]1[CH:3]=[C:4]([C:8]2[N:13]=[C:12]([C:14]3[CH:19]=[CH:18][C:17]([Cl:20])=[CH:16][CH:15]=3)[CH:11]=[C:10]([C:21]([F:24])([F:23])[F:22])[N:9]=2)[CH:5]=[CH:6][CH:7]=1.[C:25]([NH:29][S:30]([C:33]1[CH:34]=[C:35](B(O)O)[CH:36]=[CH:37][CH:38]=1)(=[O:32])=[O:31])([CH3:28])([CH3:27])[CH3:26]. Given the product [C:25]([NH:29][S:30]([C:33]1[CH:38]=[C:37]([C:2]2[CH:7]=[CH:6][CH:5]=[C:4]([C:8]3[N:13]=[C:12]([C:14]4[CH:19]=[CH:18][C:17]([Cl:20])=[CH:16][CH:15]=4)[CH:11]=[C:10]([C:21]([F:22])([F:23])[F:24])[N:9]=3)[CH:3]=2)[CH:36]=[CH:35][CH:34]=1)(=[O:32])=[O:31])([CH3:28])([CH3:26])[CH3:27], predict the reactants needed to synthesize it.